From a dataset of Full USPTO retrosynthesis dataset with 1.9M reactions from patents (1976-2016). Predict the reactants needed to synthesize the given product. The reactants are: C([O:5][C:6]([C:8]1[C:9]([C:14]2[CH:19]=[CH:18][C:17]([CH2:20][N:21]3[C:25]4[CH:26]=[C:27]([CH2:31][O:32][C:33]5[CH:38]=[CH:37][C:36]([NH:39][C:40]([CH2:42][O:43][C:44]6[CH:49]=[CH:48][C:47]([CH2:50][CH:51]7[S:55][C:54](=[O:56])[NH:53][C:52]7=[O:57])=[CH:46][CH:45]=6)=O)=[C:35]([N:58](C(OC(C)(C)C)=O)C)[CH:34]=5)[CH:28]=[C:29]([CH3:30])[C:24]=4[N:23]=[C:22]3[CH2:67][CH2:68][CH3:69])=[CH:16][CH:15]=2)=[CH:10][CH:11]=[CH:12][CH:13]=1)=[O:7])(C)(C)C.Cl.O1CCOC[CH2:72]1. Given the product [CH3:30][C:29]1[C:24]2[N:23]=[C:22]([CH2:67][CH2:68][CH3:69])[N:21]([CH2:20][C:17]3[CH:18]=[CH:19][C:14]([C:9]4[C:8]([C:6]([OH:5])=[O:7])=[CH:13][CH:12]=[CH:11][CH:10]=4)=[CH:15][CH:16]=3)[C:25]=2[CH:26]=[C:27]([CH:31]([O:32][C:33]2[CH:38]=[CH:37][C:36]3[N:39]=[C:40]([CH2:42][O:43][C:44]4[CH:49]=[CH:48][C:47]([CH2:50][CH:51]5[S:55][C:54](=[O:56])[NH:53][C:52]5=[O:57])=[CH:46][CH:45]=4)[NH:58][C:35]=3[CH:34]=2)[CH3:72])[CH:28]=1, predict the reactants needed to synthesize it.